From a dataset of Catalyst prediction with 721,799 reactions and 888 catalyst types from USPTO. Predict which catalyst facilitates the given reaction. (1) Reactant: [OH:1][C:2]1[CH:11]=[CH:10][CH:9]=[C:8]([O:12][CH3:13])[C:3]=1[C:4]([O:6][CH3:7])=[O:5].C1C(=O)N([Cl:21])C(=O)C1.C(O)(C(F)(F)F)=O. Product: [Cl:21][C:9]1[C:8]([O:12][CH3:13])=[C:3]([C:2]([OH:1])=[CH:11][CH:10]=1)[C:4]([O:6][CH3:7])=[O:5]. The catalyst class is: 23. (2) Reactant: [C:1](=O)([O-])[O-].[Cs+].[Cs+].[F:7][C:8]([F:18])([F:17])[C:9](=[O:16])[CH2:10][C:11]([O:13][CH2:14][CH3:15])=[O:12].S(C1C=CC(C)=CC=1)(OC)(=O)=O. Product: [CH3:1][O:16][C:9]([C:8]([F:17])([F:18])[F:7])=[CH:10][C:11]([O:13][CH2:14][CH3:15])=[O:12]. The catalyst class is: 9. (3) Reactant: Br[CH2:2][C:3]([NH:5][C:6]1[C:11]([CH:12]([CH3:14])[CH3:13])=[CH:10][CH:9]=[C:8]([F:15])[C:7]=1[CH:16]([CH3:18])[CH3:17])=[O:4].[OH:19][CH2:20][CH2:21][N:22]1[CH2:27][CH2:26][NH:25][CH2:24][CH2:23]1.C(=O)([O-])[O-].[K+].[K+]. Product: [OH:19][CH2:20][CH2:21][N:22]1[CH2:27][CH2:26][N:25]([CH2:2][C:3]([NH:5][C:6]2[C:11]([CH:12]([CH3:14])[CH3:13])=[CH:10][CH:9]=[C:8]([F:15])[C:7]=2[CH:16]([CH3:18])[CH3:17])=[O:4])[CH2:24][CH2:23]1. The catalyst class is: 47. (4) Reactant: [O:1]([CH:8]([C:10]1[CH:19]=[CH:18][C:13]([C:14]([O:16]C)=[O:15])=[CH:12][N:11]=1)[CH3:9])[C:2]1[CH:7]=[CH:6][CH:5]=[CH:4][CH:3]=1.[OH-].[Li+]. Product: [O:1]([CH:8]([C:10]1[CH:19]=[CH:18][C:13]([C:14]([OH:16])=[O:15])=[CH:12][N:11]=1)[CH3:9])[C:2]1[CH:7]=[CH:6][CH:5]=[CH:4][CH:3]=1. The catalyst class is: 193.